Task: Predict the reaction yield, written as a fraction of the theoretical maximum amount of product (1.0 means a 100% yield; for example, 0.34 means a 34% yield).. Dataset: Reaction yield outcomes from USPTO patents with 853,638 reactions The reactants are [Br:1][C:2]1[CH:3]=[C:4]2[C:8](=[CH:9][C:10]=1[Cl:11])[NH:7][CH:6]=[CH:5]2.N1C=CC=CC=1.ClC(Cl)(Cl)[C:20](Cl)=[O:21].[CH3:25][O-:26].[Na+]. The catalyst is CC(OC)(C)C.O.CO.O1CCCC1. The product is [Br:1][C:2]1[CH:3]=[C:4]2[C:8](=[CH:9][C:10]=1[Cl:11])[NH:7][CH:6]=[C:5]2[C:25]([O:21][CH3:20])=[O:26]. The yield is 0.530.